This data is from Merck oncology drug combination screen with 23,052 pairs across 39 cell lines. The task is: Regression. Given two drug SMILES strings and cell line genomic features, predict the synergy score measuring deviation from expected non-interaction effect. Drug 1: O=C(CCCCCCC(=O)Nc1ccccc1)NO. Drug 2: C#Cc1cccc(Nc2ncnc3cc(OCCOC)c(OCCOC)cc23)c1. Cell line: A2058. Synergy scores: synergy=2.55.